Dataset: Forward reaction prediction with 1.9M reactions from USPTO patents (1976-2016). Task: Predict the product of the given reaction. (1) Given the reactants COC1C=CC(C2C=C(O)N(C)N=2)=CC=1.[Br:16][C:17]1([C:25]2[CH:30]=[CH:29][C:28]([O:31][CH3:32])=[C:27](Br)[CH:26]=2)[C:21](=[O:22])[N:20]([CH3:23])[N:19]=[C:18]1[CH3:24], predict the reaction product. The product is: [Br:16][C:17]1([C:25]2[CH:30]=[CH:29][C:28]([O:31][CH3:32])=[CH:27][CH:26]=2)[C:21](=[O:22])[N:20]([CH3:23])[N:19]=[C:18]1[CH3:24]. (2) The product is: [F:3][C:4]1[CH:13]=[CH:12][C:7]([C:8]2[N:9]=[C:16]([C:15]([C:22]3[CH:27]=[CH:26][N:25]=[CH:24][CH:23]=3)([OH:14])[CH3:21])[O:11][N:10]=2)=[CH:6][CH:5]=1. Given the reactants [H-].[Na+].[F:3][C:4]1[CH:13]=[CH:12][C:7]([C:8](=[N:10][OH:11])[NH2:9])=[CH:6][CH:5]=1.[OH:14][C:15]([C:22]1[CH:27]=[CH:26][N:25]=[CH:24][CH:23]=1)([CH3:21])[C:16](OCC)=O.CCOC(C)=O.CCCCCC, predict the reaction product. (3) Given the reactants Cl.C([N:4]=C=NCCCN(C)C)C.[C:13]([C:15]1[CH:16]=[CH:17][C:18]([O:21][CH2:22][CH:23]2[CH2:27][N:26]([CH:28]3[CH:33]4[CH2:34][CH2:35][CH2:36][CH:29]3[CH2:30][CH:31]([C:37]([OH:39])=O)[CH2:32]4)[C:25](=[O:40])[C:24]2([CH3:42])[CH3:41])=[N:19][CH:20]=1)#[N:14].O.ON1C2C=CC=CC=2N=N1.C(N(C(C)C)CC)(C)C.N, predict the reaction product. The product is: [C:13]([C:15]1[CH:16]=[CH:17][C:18]([O:21][CH2:22][CH:23]2[CH2:27][N:26]([CH:28]3[CH:29]4[CH2:36][CH2:35][CH2:34][CH:33]3[CH2:32][CH:31]([C:37]([NH2:4])=[O:39])[CH2:30]4)[C:25](=[O:40])[C:24]2([CH3:41])[CH3:42])=[N:19][CH:20]=1)#[N:14].